Dataset: Full USPTO retrosynthesis dataset with 1.9M reactions from patents (1976-2016). Task: Predict the reactants needed to synthesize the given product. (1) Given the product [CH3:26][O:27][C:28]1[CH:29]=[C:30]([CH:34]=[CH:35][CH:36]=1)[C:31]([NH:1][CH2:2][CH2:3][C:4]1[CH:5]=[CH:6][C:7]([C:10]2[CH:15]=[CH:14][C:13]([CH:16]([CH3:25])[CH2:17][NH:18][S:19]([CH:22]([CH3:24])[CH3:23])(=[O:21])=[O:20])=[CH:12][CH:11]=2)=[CH:8][CH:9]=1)=[O:32], predict the reactants needed to synthesize it. The reactants are: [NH2:1][CH2:2][CH2:3][C:4]1[CH:9]=[CH:8][C:7]([C:10]2[CH:15]=[CH:14][C:13]([CH:16]([CH3:25])[CH2:17][NH:18][S:19]([CH:22]([CH3:24])[CH3:23])(=[O:21])=[O:20])=[CH:12][CH:11]=2)=[CH:6][CH:5]=1.[CH3:26][O:27][C:28]1[CH:29]=[C:30]([CH:34]=[CH:35][CH:36]=1)[C:31](Cl)=[O:32]. (2) Given the product [Cl:13][C:14]1[CH:15]=[C:16]([CH:17]=[CH:18][CH:19]=1)[O:20][C:2]1[N:6]([CH3:7])[N:5]=[C:4]([CH:8]([F:10])[F:9])[C:3]=1[C:11]([OH:12])=[O:22], predict the reactants needed to synthesize it. The reactants are: Cl[C:2]1[N:6]([CH3:7])[N:5]=[C:4]([CH:8]([F:10])[F:9])[C:3]=1[CH:11]=[O:12].[Cl:13][C:14]1[CH:15]=[C:16]([OH:20])[CH:17]=[CH:18][CH:19]=1.C(=O)([O-])[O-:22].[K+].[K+]. (3) Given the product [CH3:27][O:26][C:20]1[CH:21]=[C:22]([O:24][CH3:25])[CH:23]=[C:15]2[C:16]=1[C:17](=[O:18])[NH:19][C:1]([C:3]1[CH:8]=[CH:7][C:6]([NH:9][S:10]([CH3:13])(=[O:12])=[O:11])=[CH:5][CH:4]=1)=[N:14]2, predict the reactants needed to synthesize it. The reactants are: [CH:1]([C:3]1[CH:8]=[CH:7][C:6]([NH:9][S:10]([CH3:13])(=[O:12])=[O:11])=[CH:5][CH:4]=1)=O.[NH2:14][C:15]1[CH:23]=[C:22]([O:24][CH3:25])[CH:21]=[C:20]([O:26][CH3:27])[C:16]=1[C:17]([NH2:19])=[O:18].OS([O-])=O.[Na+].CC1C=CC(S(O)(=O)=O)=CC=1.O. (4) Given the product [Br:1][C:2]1[CH:9]=[C:8]2[C:5]([C:6]([NH2:7])=[N:17][C:16]([NH2:18])=[N:15]2)=[CH:4][CH:3]=1, predict the reactants needed to synthesize it. The reactants are: [Br:1][C:2]1[CH:9]=[CH:8][C:5]([C:6]#[N:7])=[C:4](F)[CH:3]=1.C(=O)(O)O.[NH2:15][C:16]([NH2:18])=[NH:17].O.[OH-].[NH4+]. (5) The reactants are: [CH3:1][C:2]1([CH3:16])[C:6]([CH3:8])([CH3:7])[O:5][B:4]([C:9]2[CH:14]=[CH:13][C:12]([OH:15])=[CH:11][CH:10]=2)[O:3]1.[H-].[Na+].[CH3:19][O:20][CH2:21][CH2:22]Br. Given the product [CH3:19][O:20][CH2:21][CH2:22][O:15][C:12]1[CH:13]=[CH:14][C:9]([B:4]2[O:3][C:2]([CH3:16])([CH3:1])[C:6]([CH3:7])([CH3:8])[O:5]2)=[CH:10][CH:11]=1, predict the reactants needed to synthesize it. (6) Given the product [OH:1][C:2]1[CH:3]=[C:4]([CH2:5][NH:6][C@@H:7]([C:9]2[C:18]3[C:13](=[CH:14][CH:15]=[CH:16][CH:17]=3)[CH:12]=[CH:11][CH:10]=2)[CH3:8])[CH:19]=[CH:20][C:21]=1[C:36]#[C:35][C:24]([CH3:37])([CH3:23])[C:25]([O:27][CH2:28][C:29]1[CH:30]=[CH:31][CH:32]=[CH:33][CH:34]=1)=[O:26], predict the reactants needed to synthesize it. The reactants are: [OH:1][C:2]1[CH:3]=[C:4]([CH:19]=[CH:20][C:21]=1I)[CH2:5][NH:6][C@@H:7]([C:9]1[C:18]2[C:13](=[CH:14][CH:15]=[CH:16][CH:17]=2)[CH:12]=[CH:11][CH:10]=1)[CH3:8].[CH3:23][C:24]([CH3:37])([C:35]#[CH:36])[C:25]([O:27][CH2:28][C:29]1[CH:34]=[CH:33][CH:32]=[CH:31][CH:30]=1)=[O:26].